This data is from Experimentally validated miRNA-target interactions with 360,000+ pairs, plus equal number of negative samples. The task is: Binary Classification. Given a miRNA mature sequence and a target amino acid sequence, predict their likelihood of interaction. The miRNA is hsa-miR-3915 with sequence UUGAGGAAAAGAUGGUCUUAUU. The protein sequence of the target gene is MAAPPAKGNTEQSEEGDLPQLPVSPKPDDEQSRSQSPTQLQDSPEAGGEQEEEQAFLVSLYKFMKERHTPIERVPHLGFKQINLWKIYKAVEKLGAYELVTGRRLWKNVYDELGGSPGSTSAATCTRRHYERLVLPYVRHLKGEDDKPLPPTKPRKQYKMAKELRGDDGTTEKLKKAKDSEERRVEQTTPGKTKSDATGQTQLPCQGSSRDSTEQLGPVSGPSPPLTGASSCPEAYKRLLSSFYCKGAHGIMSPLAKKKLLAQVSKAEALQCQEEGCRHGARSPNKDIQDSPQNLRGPAE.... Result: 0 (no interaction).